From a dataset of Catalyst prediction with 721,799 reactions and 888 catalyst types from USPTO. Predict which catalyst facilitates the given reaction. Reactant: [NH2:1][C:2]1[C:7]([OH:8])=[C:6]([F:9])[C:5]([O:10][CH3:11])=[CH:4][CH:3]=1.C(O[C:15]([S-])=[S:16])C.[K+]. Product: [F:9][C:6]1[C:7]2[O:8][C:15]([SH:16])=[N:1][C:2]=2[CH:3]=[CH:4][C:5]=1[O:10][CH3:11]. The catalyst class is: 8.